Predict the reactants needed to synthesize the given product. From a dataset of Full USPTO retrosynthesis dataset with 1.9M reactions from patents (1976-2016). (1) Given the product [Br:1][C:2]1[CH:3]=[CH:4][C:5]([CH3:24])=[C:6]([C:8]2[C:9](=[O:10])[NH:11][C:12]3([CH2:13][CH2:14][C:15]([F:19])([F:18])[CH2:16][CH2:17]3)[C:20]=2[OH:21])[CH:7]=1, predict the reactants needed to synthesize it. The reactants are: [Br:1][C:2]1[CH:3]=[CH:4][C:5]([CH3:24])=[C:6]([CH2:8][C:9]([NH:11][C:12]2([C:20](OC)=[O:21])[CH2:17][CH2:16][C:15]([F:19])([F:18])[CH2:14][CH2:13]2)=[O:10])[CH:7]=1.CN(C)C(=O)C.CC(C)([O-])C.[K+].Cl. (2) The reactants are: [Br:1][C:2]1[CH:7]=[C:6]([F:8])[CH:5]=[CH:4][C:3]=1[C:9]([F:12])([F:11])[F:10].[N+:13]([O-])([OH:15])=[O:14].O. Given the product [Br:1][C:2]1[CH:7]=[C:6]([F:8])[C:5]([N+:13]([O-:15])=[O:14])=[CH:4][C:3]=1[C:9]([F:12])([F:10])[F:11], predict the reactants needed to synthesize it.